This data is from Drug-target binding data from BindingDB using Kd measurements. The task is: Regression. Given a target protein amino acid sequence and a drug SMILES string, predict the binding affinity score between them. We predict pKd (pKd = -log10(Kd in M); higher means stronger binding). Dataset: bindingdb_kd. The small molecule is CCN(CC)CCNC(=O)c1c(C)[nH]c(/C=C2\C(=O)Nc3ccc(F)cc32)c1C. The target protein sequence is MRGARGAWDFLCVLLLLLRVQTGSSQPSVSPGEPSPPSIHPGKSDLIVRVGDEIRLLCTDPGFVKWTFEILDETNENKQNEWITEKAEATNTGKYTCTNKHGLSNSIYVFVRDPAKLFLVDRSLYGKEDNDTLVRCPLTDPEVTNYSLKGCQGKPLPKDLRFIPDPKAGIMIKSVKRAYHRLCLHCSVDQEGKSVLSEKFILKVRPAFKAVPVVSVSKASYLLREGEEFTVTCTIKDVSSSVYSTWKRENSQTKLQEKYNSWHHGDFNYERQATLTISSARVNDSGVFMCYANNTFGSANVTTTLEVVDKGFINIFPMINTTVFVNDGENVDLIVEYEAFPKPEHQQWIYMNRTFTDKWEDYPKSENESNIRYVSELHLTRLKGTEGGTYTFLVSNSDVNAAIAFNVYVNTKPEILTYDRLVNGMLQCVAAGFPEPTIDWYFCPGTEQRCSASVLPVDVQTLNSSGPPFGKLVVQSSIDSSAFKHNGTVECKAYNDVGKT.... The pKd is 9.3.